From a dataset of Forward reaction prediction with 1.9M reactions from USPTO patents (1976-2016). Predict the product of the given reaction. Given the reactants [C:1]([N:3]=[C:4](OC1C=CC=CC=1)[NH:5][C:6]1[CH:11]=[CH:10][CH:9]=[C:8]([C:12]([F:15])([F:14])[F:13])[CH:7]=1)#[N:2].BrC1C=C(NC(=NC#N)[O-])C=CC=1.[CH3:36][C:37]1[C:45]2[C:44]([N:46]3[CH2:51][CH2:50][NH:49][C@@H:48]([CH3:52])[CH2:47]3)=[N:43][CH:42]=[N:41][C:40]=2[NH:39][CH:38]=1.C(N(CC)CC)C, predict the reaction product. The product is: [C:1]([N:3]=[C:4]([N:49]1[CH2:50][CH2:51][N:46]([C:44]2[C:45]3[C:37]([CH3:36])=[CH:38][NH:39][C:40]=3[N:41]=[CH:42][N:43]=2)[CH2:47][C@@H:48]1[CH3:52])[NH:5][C:6]1[CH:11]=[CH:10][CH:9]=[C:8]([C:12]([F:13])([F:14])[F:15])[CH:7]=1)#[N:2].